This data is from Forward reaction prediction with 1.9M reactions from USPTO patents (1976-2016). The task is: Predict the product of the given reaction. (1) Given the reactants [NH2:1][C:2]1[CH:3]=[CH:4][CH:5]=[C:6]2[C:11]=1[N:10]=[CH:9][CH:8]=[CH:7]2.[CH3:12][C:13]1[C:18]([Cl:19])=[CH:17][CH:16]=[CH:15][C:14]=1[S:20](Cl)(=[O:22])=[O:21], predict the reaction product. The product is: [Cl:19][C:18]1[C:13]([CH3:12])=[C:14]([S:20]([NH:1][C:2]2[CH:3]=[CH:4][CH:5]=[C:6]3[C:11]=2[N:10]=[CH:9][CH:8]=[CH:7]3)(=[O:22])=[O:21])[CH:15]=[CH:16][CH:17]=1. (2) The product is: [CH2:8]([C:7]1[C:2]([NH:16][NH2:17])=[N:3][CH:4]=[N:5][C:6]=1[C:10]1[O:11][CH:12]=[CH:13][CH:14]=1)[CH3:9]. Given the reactants Cl[C:2]1[C:7]([CH2:8][CH3:9])=[C:6]([C:10]2[O:11][CH:12]=[CH:13][CH:14]=2)[N:5]=[CH:4][N:3]=1.O.[NH2:16][NH2:17].C(N(CC)CC)C.C1COCC1, predict the reaction product.